Dataset: Forward reaction prediction with 1.9M reactions from USPTO patents (1976-2016). Task: Predict the product of the given reaction. (1) The product is: [CH:1]1[C:10]2[C:5](=[CH:6][CH:7]=[CH:8][CH:9]=2)[CH:4]=[CH:3][C:2]=1[O:11][C@@H:12]1[C@H:16]([OH:17])[C@@H:15]([CH2:18][O:19][C:28]([C:45]2[CH:50]=[CH:49][CH:48]=[CH:47][CH:46]=2)([C:37]2[CH:44]=[CH:43][C:40]([O:41][CH3:42])=[CH:39][CH:38]=2)[C:29]2[CH:30]=[CH:31][C:32]([O:33][CH3:34])=[CH:35][CH:36]=2)[O:14][C@H:13]1[N:20]1[CH:27]=[CH:26][C:24](=[O:25])[NH:23][C:21]1=[O:22]. Given the reactants [CH:1]1[C:10]2[C:5](=[CH:6][CH:7]=[CH:8][CH:9]=2)[CH:4]=[CH:3][C:2]=1[O:11][C@@H:12]1[C@H:16]([OH:17])[C@@H:15]([CH2:18][OH:19])[O:14][C@H:13]1[N:20]1[CH:27]=[CH:26][C:24](=[O:25])[NH:23][C:21]1=[O:22].[C:28](Cl)([C:45]1[CH:50]=[CH:49][CH:48]=[CH:47][CH:46]=1)([C:37]1[CH:44]=[CH:43][C:40]([O:41][CH3:42])=[CH:39][CH:38]=1)[C:29]1[CH:36]=[CH:35][C:32]([O:33][CH3:34])=[CH:31][CH:30]=1, predict the reaction product. (2) Given the reactants [C:1]([O:5][C:6]([N:8]([C:18]1[CH:19]=[N:20][CH:21]=[CH:22][CH:23]=1)[C:9]1[C:10]([C:15]([OH:17])=O)=[N:11][CH:12]=[CH:13][N:14]=1)=[O:7])([CH3:4])([CH3:3])[CH3:2].[NH2:24][C:25]1[S:26][CH:27]=[C:28]([CH3:30])[N:29]=1.C(N(CC)C(C)C)(C)C.CN(C(ON1N=NC2C=CC=CC1=2)=[N+](C)C)C.[B-](F)(F)(F)F, predict the reaction product. The product is: [C:1]([O:5][C:6](=[O:7])[N:8]([C:9]1[C:10]([C:15](=[O:17])[NH:24][C:25]2[S:26][CH:27]=[C:28]([CH3:30])[N:29]=2)=[N:11][CH:12]=[CH:13][N:14]=1)[C:18]1[CH:19]=[N:20][CH:21]=[CH:22][CH:23]=1)([CH3:3])([CH3:4])[CH3:2]. (3) Given the reactants CC([N:5]([C:9]1SC=[C:12]([CH2:14]Br)[N:13]=1)C(=O)[O-])(C)C.[H-].[Na+].Br.Br[CH2:20][C:21]1[C:26]([OH:27])=[CH:25][CH:24]=[CH:23][N:22]=1.Br[CH2:29][C:30]1C(O)=CC=C[N:31]=1.CN(C=[O:41])C, predict the reaction product. The product is: [OH:27][C:26]1[C:21]([CH2:20][N:31]2[CH:30]=[CH:29][C:9]([NH:13][C:12](=[O:41])[CH3:14])=[N:5]2)=[N:22][CH:23]=[CH:24][CH:25]=1. (4) Given the reactants [CH2:1]([OH:8])[C@@H:2]([C@@H:4]([CH2:6][OH:7])[OH:5])[OH:3].[CH:9]1[CH:14]=[C:13]2[C:15]([CH2:18][C@@:19]([OH:29])([C:26]([OH:28])=[O:27])[CH2:20][C@H:21]([NH2:25])[C:22]([OH:24])=[O:23])=[CH:16][NH:17][C:12]2=[CH:11][CH:10]=1.C(O)[C@@H]([C@@H](CO)O)O.C(O)[C@H]1O[C@H](O[C@]2(CO)O[C@H](CO)[C@@H](O)[C@@H]2O)[C@H](O)[C@@H](O)[C@@H]1O, predict the reaction product. The product is: [CH2:1]([OH:8])[C@@H:2]([C@@H:4]([CH2:6][OH:7])[OH:5])[OH:3].[CH:9]1[CH:14]=[C:13]2[C:15]([CH2:18][C@@:19]([OH:29])([C:26]([OH:28])=[O:27])[CH2:20][C@H:21]([NH2:25])[C:22]([OH:24])=[O:23])=[CH:16][NH:17][C:12]2=[CH:11][CH:10]=1. (5) The product is: [NH2:1][C:2]1[N:7]=[C:6]([N:8]2[C@H:13]([CH3:14])[CH2:12][CH2:11][C@H:10]([C:15]([NH:17][C:18]([CH3:26])([C:20]3[CH:25]=[CH:24][CH:23]=[CH:22][CH:21]=3)[CH3:19])=[O:16])[CH2:9]2)[CH:5]=[C:4]([C:27]2[CH:28]=[C:29]3[C:30]([C:33]([NH2:34])=[N:48][NH:49]3)=[CH:31][CH:32]=2)[N:3]=1. Given the reactants [NH2:1][C:2]1[N:7]=[C:6]([N:8]2[C@H:13]([CH3:14])[CH2:12][CH2:11][C@H:10]([C:15]([NH:17][C:18]([CH3:26])([C:20]3[CH:25]=[CH:24][CH:23]=[CH:22][CH:21]=3)[CH3:19])=[O:16])[CH2:9]2)[CH:5]=[C:4]([C:27]2[CH:32]=[CH:31][C:30]([C:33]#[N:34])=[C:29](F)[CH:28]=2)[N:3]=1.CCO.CCN(C(C)C)C(C)C.[NH2:48][NH2:49], predict the reaction product. (6) Given the reactants [C:1]([Si:5]([CH3:29])([CH3:28])[O:6][C:7]1[CH:16]=[C:15]2[C:10]([C:11]([CH2:18][CH2:19][O:20][Si:21]([C:24]([CH3:27])([CH3:26])[CH3:25])([CH3:23])[CH3:22])=[CH:12][C:13](=[O:17])[O:14]2)=[CH:9][CH:8]=1)([CH3:4])([CH3:3])[CH3:2].CC(C[AlH]CC(C)C)C, predict the reaction product. The product is: [C:1]([Si:5]([CH3:29])([CH3:28])[O:6][C:7]1[CH:16]=[C:15]2[C:10]([C:11]([CH2:18][CH2:19][O:20][Si:21]([C:24]([CH3:27])([CH3:26])[CH3:25])([CH3:22])[CH3:23])=[CH:12][CH:13]([OH:17])[O:14]2)=[CH:9][CH:8]=1)([CH3:4])([CH3:3])[CH3:2]. (7) Given the reactants [F:1][C:2]1[CH:11]=[C:10]2[C:5]([CH:6]=[CH:7][C:8](=[O:28])[N:9]2[CH2:12][CH2:13][N:14]2[CH2:19][CH2:18][CH:17]([NH:20]C(=O)OC(C)(C)C)[CH2:16][CH2:15]2)=[N:4][CH:3]=1.[ClH:29], predict the reaction product. The product is: [ClH:29].[ClH:29].[NH2:20][CH:17]1[CH2:16][CH2:15][N:14]([CH2:13][CH2:12][N:9]2[C:10]3[C:5](=[N:4][CH:3]=[C:2]([F:1])[CH:11]=3)[CH:6]=[CH:7][C:8]2=[O:28])[CH2:19][CH2:18]1.